Predict the reaction yield, written as a fraction of the theoretical maximum amount of product (1.0 means a 100% yield; for example, 0.34 means a 34% yield). From a dataset of Reaction yield outcomes from USPTO patents with 853,638 reactions. (1) The reactants are [C@@H:1]12[CH2:7][N:6]([C:8]([O:10][C:11]([CH3:14])([CH3:13])[CH3:12])=[O:9])[C@@H:5]1[CH2:4][NH:3][CH2:2]2.[Cl:15][C:16]1[CH:21]=[N:20][CH:19]=[C:18](Cl)[N:17]=1.C([O-])([O-])=O.[Na+].[Na+]. The catalyst is CS(C)=O.CCOC(C)=O. The product is [Cl:15][C:16]1[N:17]=[C:18]([N:3]2[CH2:4][C@@H:5]3[C@@H:1]([CH2:7][N:6]3[C:8]([O:10][C:11]([CH3:14])([CH3:13])[CH3:12])=[O:9])[CH2:2]2)[CH:19]=[N:20][CH:21]=1. The yield is 0.849. (2) The reactants are Cl.[CH2:2]([O:4][C:5](=[O:8])[CH2:6][NH2:7])[CH3:3].[C:9](=S)([S:15]CC(O)=O)[S:10][CH2:11][C:12](O)=[O:13].C(N(CC)CC)C. The catalyst is CC(O)C. The product is [CH2:2]([O:4][C:5](=[O:8])[CH2:6][N:7]1[C:12](=[O:13])[CH2:11][S:10][C:9]1=[S:15])[CH3:3]. The yield is 0.808. (3) The reactants are [C:1]([O:5][C:6]([N:8]1[C:12]([CH2:13][C@H:14]([NH:18][C:19](=[O:30])[CH2:20][CH2:21][NH:22][C:23]([O:25][C:26]([CH3:29])([CH3:28])[CH3:27])=[O:24])[C:15](O)=[O:16])=[CH:11][N:10]=[CH:9]1)=[O:7])([CH3:4])([CH3:3])[CH3:2].[C:31]([NH:34][C@@H:35]([CH2:39][SH:40])[C:36]([NH2:38])=[O:37])(=[O:33])[CH3:32].C(N(CC)CC)C.CCCP(=O)=O.CCOC(C)=O.C([O-])(O)=O.[Na+]. The catalyst is C1COCC1.CCOC(C)=O. The product is [C:31]([NH:34][C@H:35]([C:36]([NH2:38])=[O:37])[CH2:39][S:40][C:15](=[O:16])[C@@H:14]([NH:18][C:19](=[O:30])[CH2:20][CH2:21][NH:22][C:23]([O:25][C:26]([CH3:29])([CH3:28])[CH3:27])=[O:24])[CH2:13][C:12]1[N:8]([C:6]([O:5][C:1]([CH3:3])([CH3:4])[CH3:2])=[O:7])[CH:9]=[N:10][CH:11]=1)(=[O:33])[CH3:32]. The yield is 0.740. (4) The reactants are [Cl:1][C:2]1[CH:24]=[CH:23][C:5]([CH2:6][C:7]2[N:8]=[C:9]([C:17]3[CH:22]=[CH:21][N:20]=[CH:19][CH:18]=3)[S:10][C:11]=2[C:12]([O:14]CC)=[O:13])=[CH:4][CH:3]=1.[Li+].[OH-].Cl. The catalyst is C1COCC1.O. The product is [Cl:1][C:2]1[CH:3]=[CH:4][C:5]([CH2:6][C:7]2[N:8]=[C:9]([C:17]3[CH:22]=[CH:21][N:20]=[CH:19][CH:18]=3)[S:10][C:11]=2[C:12]([OH:14])=[O:13])=[CH:23][CH:24]=1. The yield is 0.930.